Dataset: Full USPTO retrosynthesis dataset with 1.9M reactions from patents (1976-2016). Task: Predict the reactants needed to synthesize the given product. (1) Given the product [CH3:1][O:2][C:3]1[C:11]2[N:10]=[C:9]([C:12]([F:15])([F:13])[F:14])[N:8]([CH3:18])[C:7]=2[CH:6]=[CH:5][CH:4]=1, predict the reactants needed to synthesize it. The reactants are: [CH3:1][O:2][C:3]1[C:11]2[NH:10][C:9]([C:12]([F:15])([F:14])[F:13])=[N:8][C:7]=2[CH:6]=[CH:5][CH:4]=1.[H-].[Na+].[CH3:18]I. (2) Given the product [NH2:1][CH:4]([C:6]1[N:7]=[C:8]2[S:23][CH:22]=[C:21]([CH3:24])[N:9]2[C:10](=[O:20])[C:11]=1[C:12]1[CH:17]=[C:16]([F:18])[CH:15]=[C:14]([F:19])[CH:13]=1)[CH3:5], predict the reactants needed to synthesize it. The reactants are: [N:1]([CH:4]([C:6]1[N:7]=[C:8]2[S:23][CH:22]=[C:21]([CH3:24])[N:9]2[C:10](=[O:20])[C:11]=1[C:12]1[CH:17]=[C:16]([F:18])[CH:15]=[C:14]([F:19])[CH:13]=1)[CH3:5])=[N+]=[N-].CP(C)C.CCOC(C)=O. (3) The reactants are: [CH2:1]([O:3][P:4](/[CH:9]=[CH:10]\[C:11]1[C:12]([O:22][CH2:23][C:24]2[CH:47]=[CH:46][C:27]([O:28][CH2:29][C:30]3[N:31]=[C:32]([C:36]4[CH:37]=[C:38]([CH:43]=[CH:44][CH:45]=4)[C:39]([O:41]C)=[O:40])[O:33][C:34]=3[CH3:35])=[C:26]([O:48][CH3:49])[CH:25]=2)=[N:13][N:14]([C:16]2[CH:21]=[CH:20][CH:19]=[CH:18][CH:17]=2)[CH:15]=1)([O:6][CH2:7][CH3:8])=[O:5])[CH3:2].O1CCCC1.[OH-].[Na+].Cl. Given the product [CH2:7]([O:6][P:4](/[CH:9]=[CH:10]\[C:11]1[C:12]([O:22][CH2:23][C:24]2[CH:47]=[CH:46][C:27]([O:28][CH2:29][C:30]3[N:31]=[C:32]([C:36]4[CH:37]=[C:38]([CH:43]=[CH:44][CH:45]=4)[C:39]([OH:41])=[O:40])[O:33][C:34]=3[CH3:35])=[C:26]([O:48][CH3:49])[CH:25]=2)=[N:13][N:14]([C:16]2[CH:17]=[CH:18][CH:19]=[CH:20][CH:21]=2)[CH:15]=1)([O:3][CH2:1][CH3:2])=[O:5])[CH3:8], predict the reactants needed to synthesize it. (4) Given the product [C:39]([O:44][C:42]([NH:41][C@H:8]1[CH2:12][S:13][C:14]2[CH:19]=[CH:18][CH:17]=[CH:16][C:15]=2[O:20][CH2:9]1)=[O:43])([CH3:38])([CH3:34])[CH3:53], predict the reactants needed to synthesize it. The reactants are: C(OC([CH:8]([CH2:12][S:13][C:14]1[CH:19]=[CH:18][CH:17]=[CH:16][C:15]=1[OH:20])[CH:9](N)O)=O)(C)(C)C.C1(P([C:34]2[CH:39]=[CH:38]C=CC=2)C2C=CC=CC=2)C=CC=CC=1.[N:41]([C:42]([O:44]CC)=[O:43])=[N:41][C:42]([O:44]CC)=[O:43].O1CCC[CH2:53]1. (5) Given the product [CH3:28][C:20]1[CH:21]=[C:22]([C:24]([O:26][CH3:27])=[O:25])[CH:23]=[C:18]([CH2:17][NH:16][CH2:14][C:10]2[N:9]([CH2:8][CH2:7][C:5]3[CH:4]=[N:3][CH:2]=[N:1][CH:6]=3)[CH:13]=[CH:12][N:11]=2)[N:19]=1, predict the reactants needed to synthesize it. The reactants are: [N:1]1[CH:6]=[C:5]([CH2:7][CH2:8][N:9]2[CH:13]=[CH:12][N:11]=[C:10]2[CH:14]=O)[CH:4]=[N:3][CH:2]=1.[NH2:16][CH2:17][C:18]1[CH:23]=[C:22]([C:24]([O:26][CH3:27])=[O:25])[CH:21]=[C:20]([CH3:28])[N:19]=1. (6) Given the product [Br:30][C:29]([Br:31])=[CH:6][C:5]1[CH:8]=[CH:9][C:2]([CH3:1])=[CH:3][CH:4]=1, predict the reactants needed to synthesize it. The reactants are: [CH3:1][C:2]1[CH:9]=[CH:8][C:5]([CH:6]=O)=[CH:4][CH:3]=1.C1C=CC(P(C2C=CC=CC=2)C2C=CC=CC=2)=CC=1.[C:29](Br)(Br)([Br:31])[Br:30]. (7) The reactants are: [CH3:1][C:2]1[CH:14]=[N:13][C:12]2[NH:11][C:10]3[CH2:9][CH2:8][N:7]4[CH2:15][CH2:16][CH2:17][CH:6]4[C:5]=3[C:4]=2[CH:3]=1.[H-].[Na+].[F:20][C:21]1[CH:26]=[CH:25][C:24]([C:27]2([CH3:30])[CH2:29][O:28]2)=[CH:23][CH:22]=1. Given the product [F:20][C:21]1[CH:22]=[CH:23][C:24]([C:27]([OH:28])([CH3:29])[CH2:30][N:11]2[C:10]3[CH2:9][CH2:8][N:7]4[CH2:15][CH2:16][CH2:17][CH:6]4[C:5]=3[C:4]3[CH:3]=[C:2]([CH3:1])[CH:14]=[N:13][C:12]2=3)=[CH:25][CH:26]=1, predict the reactants needed to synthesize it.